This data is from Catalyst prediction with 721,799 reactions and 888 catalyst types from USPTO. The task is: Predict which catalyst facilitates the given reaction. (1) Reactant: [OH:1][C:2]1[CH:7]=[C:6]([O:8][CH:9]([CH3:11])[CH3:10])[CH:5]=[CH:4][C:3]=1[CH2:12][CH2:13][C:14]([O:16][CH2:17][CH3:18])=[O:15].[H-].[Na+].Cl[C:22]1[C:27]([Cl:28])=[CH:26][C:25]([Cl:29])=[CH:24][N:23]=1.[Cl-].[NH4+]. Product: [Cl:28][C:27]1[C:22]([O:1][C:2]2[CH:7]=[C:6]([O:8][CH:9]([CH3:11])[CH3:10])[CH:5]=[CH:4][C:3]=2[CH2:12][CH2:13][C:14]([O:16][CH2:17][CH3:18])=[O:15])=[N:23][CH:24]=[C:25]([Cl:29])[CH:26]=1. The catalyst class is: 9. (2) Reactant: [CH3:1][O:2][C:3]1[N:8]=[C:7]([N:9]2[CH2:13][CH2:12][CH2:11][CH2:10]2)[N:6]=[C:5]([C:14]([O:16]C)=[O:15])[CH:4]=1.[OH-].[Na+].Cl. Product: [CH3:1][O:2][C:3]1[N:8]=[C:7]([N:9]2[CH2:13][CH2:12][CH2:11][CH2:10]2)[N:6]=[C:5]([C:14]([OH:16])=[O:15])[CH:4]=1. The catalyst class is: 111. (3) Reactant: [NH2:1][C:2]([NH:4][CH2:5][CH:6]1[CH2:11][CH2:10][CH:9]([NH:12][C:13](=[O:22])[O:14][CH2:15][C:16]2[CH:21]=[CH:20][CH:19]=[CH:18][CH:17]=2)[CH2:8][CH2:7]1)=[S:3].Br[CH:24]1[C:30](=O)[C:29]2[CH:32]=[CH:33][CH:34]=[CH:35][C:28]=2[O:27][CH2:26][CH2:25]1.C(N(C(C)C)CC)(C)C. Product: [CH2:15]([O:14][C:13](=[O:22])[NH:12][CH:9]1[CH2:10][CH2:11][CH:6]([CH2:5][NH:4][C:2]2[S:3][C:24]3[CH2:25][CH2:26][O:27][C:28]4[CH:35]=[CH:34][CH:33]=[CH:32][C:29]=4[C:30]=3[N:1]=2)[CH2:7][CH2:8]1)[C:16]1[CH:17]=[CH:18][CH:19]=[CH:20][CH:21]=1. The catalyst class is: 14. (4) Reactant: [CH2:1]([NH:4][C:5](=[O:36])[NH:6][C:7]1[N:12]=[CH:11][C:10]([O:13][C:14]2[CH:15]=[C:16]([NH:20][C:21]([N:23]3[CH2:27][CH2:26][N:25]([C:28]4[CH:33]=[CH:32][C:31]([F:34])=[CH:30][CH:29]=4)[C:24]3=[O:35])=[O:22])[CH:17]=[CH:18][CH:19]=2)=[CH:9][CH:8]=1)[CH:2]=[CH2:3].[CH3:37][PH:38](=[O:40])[CH3:39].CC(N=NC(C#N)(C)C)(C#N)C. Product: [CH3:37][P:38]([CH2:3][CH2:2][CH2:1][NH:4][C:5](=[O:36])[NH:6][C:7]1[N:12]=[CH:11][C:10]([O:13][C:14]2[CH:15]=[C:16]([NH:20][C:21]([N:23]3[CH2:27][CH2:26][N:25]([C:28]4[CH:29]=[CH:30][C:31]([F:34])=[CH:32][CH:33]=4)[C:24]3=[O:35])=[O:22])[CH:17]=[CH:18][CH:19]=2)=[CH:9][CH:8]=1)([CH3:39])=[O:40]. The catalyst class is: 48. (5) Reactant: [CH2:1]([C:3]1[CH:8]=[C:7]([CH3:9])[CH:6]=[C:5]([CH2:10][CH3:11])[C:4]=1[C:12](=O)[C:13]([N:15]([CH3:24])[N:16]=[C:17]([CH3:23])[CH2:18]S(C)(=O)=O)=O)[CH3:2].[OH2:26].[OH-:27].[Li+].[OH-].[Na+].S(=O)(=O)(O)O.[C:36]1(C)C=CC=CC=1. Product: [CH2:1]([C:3]1[CH:8]=[C:7]([CH3:9])[CH:6]=[C:5]([CH2:10][CH3:11])[C:4]=1[C:12]1[C:13](=[O:27])[N:15]([CH3:24])[N:16]=[C:17]([CH3:23])[C:18]=1[O:26][CH3:36])[CH3:2]. The catalyst class is: 72. (6) Reactant: [N+:1]([C:4]1[C:5]([N:11]2[CH2:16][CH2:15][CH2:14][CH2:13][CH2:12]2)=[N:6][CH:7]=[CH:8][C:9]=1[NH2:10])([O-])=O. Product: [N:11]1([C:5]2[C:4]([NH2:1])=[C:9]([NH2:10])[CH:8]=[CH:7][N:6]=2)[CH2:12][CH2:13][CH2:14][CH2:15][CH2:16]1. The catalyst class is: 19. (7) Reactant: [NH2:1][CH2:2][C:3]1[NH:4][C:5](=[O:13])[C:6]2[CH2:12][O:11][CH2:10][CH2:9][C:7]=2[N:8]=1.[Si:14]([O:21][CH2:22][CH:23]=O)([C:17]([CH3:20])([CH3:19])[CH3:18])([CH3:16])[CH3:15].C([BH3-])#N.C(O)(=O)C. Product: [Si:14]([O:21][CH2:22][CH2:23][NH:1][CH2:2][C:3]1[NH:4][C:5](=[O:13])[C:6]2[CH2:12][O:11][CH2:10][CH2:9][C:7]=2[N:8]=1)([C:17]([CH3:20])([CH3:19])[CH3:18])([CH3:16])[CH3:15]. The catalyst class is: 3.